Dataset: NCI-60 drug combinations with 297,098 pairs across 59 cell lines. Task: Regression. Given two drug SMILES strings and cell line genomic features, predict the synergy score measuring deviation from expected non-interaction effect. Drug 1: C1=CN(C(=O)N=C1N)C2C(C(C(O2)CO)O)O.Cl. Drug 2: C1C(C(OC1N2C=NC3=C(N=C(N=C32)Cl)N)CO)O. Cell line: HCT116. Synergy scores: CSS=64.8, Synergy_ZIP=-1.64, Synergy_Bliss=-2.33, Synergy_Loewe=-3.00, Synergy_HSA=2.52.